Dataset: Full USPTO retrosynthesis dataset with 1.9M reactions from patents (1976-2016). Task: Predict the reactants needed to synthesize the given product. (1) Given the product [ClH:33].[CH2:1]([N:4]([CH2:26][CH2:27][C:28]([O:30][CH2:31][CH3:32])=[O:29])[C:5]([C:7]1[CH:8]=[CH:9][C:10]2[S:14][C:13]([CH2:15][NH:16][C:17]3[CH:22]=[CH:21][C:20]([C:23](=[NH:41])[NH2:24])=[CH:19][CH:18]=3)=[N:12][C:11]=2[CH:25]=1)=[O:6])[CH2:2][CH3:3], predict the reactants needed to synthesize it. The reactants are: [CH2:1]([N:4]([CH2:26][CH2:27][C:28]([O:30][CH2:31][CH3:32])=[O:29])[C:5]([C:7]1[CH:8]=[CH:9][C:10]2[S:14][C:13]([CH2:15][NH:16][C:17]3[CH:22]=[CH:21][C:20]([C:23]#[N:24])=[CH:19][CH:18]=3)=[N:12][C:11]=2[CH:25]=1)=[O:6])[CH2:2][CH3:3].[ClH:33].C(O)C.C(=O)([O-])[O-].[NH4+:41].[NH4+]. (2) Given the product [CH2:28]([O:27][C:26]([N:7]([C@@H:8]([C:10]1[CH:15]=[CH:14][CH:13]=[C:12]([O:16][CH3:17])[CH:11]=1)[CH3:9])[C:5](=[O:6])[CH:4]([CH2:1][CH:2]=[CH2:3])[CH2:18][CH2:19][CH2:20][CH2:21][CH2:22][CH3:23])=[O:30])[CH3:29], predict the reactants needed to synthesize it. The reactants are: [CH2:1]([CH:4]([CH2:18][CH2:19][CH2:20][CH2:21][CH2:22][CH3:23])[C:5]([NH:7][C@@H:8]([C:10]1[CH:15]=[CH:14][CH:13]=[C:12]([O:16][CH3:17])[CH:11]=1)[CH3:9])=[O:6])[CH:2]=[CH2:3].[H-].[Na+].[C:26](Cl)(=[O:30])[O:27][CH2:28][CH3:29].Cl. (3) Given the product [Cl:2][C:3]1[C:4]([C:10]([CH3:13])([CH3:12])[CH3:11])=[N:5][N:6]([CH2:8][C:18]([CH2:17][CH2:16][C:15]([F:14])([F:23])[F:24])([C:19]#[N:20])[C:21]#[N:22])[CH:7]=1, predict the reactants needed to synthesize it. The reactants are: Cl.[Cl:2][C:3]1[C:4]([C:10]([CH3:13])([CH3:12])[CH3:11])=[N:5][N:6]([CH2:8]Cl)[CH:7]=1.[F:14][C:15]([F:24])([F:23])[CH2:16][CH2:17][CH:18]([C:21]#[N:22])[C:19]#[N:20].C(=O)([O-])[O-].[K+].[K+].O.